Dataset: Forward reaction prediction with 1.9M reactions from USPTO patents (1976-2016). Task: Predict the product of the given reaction. Given the reactants Cl.[CH3:2][N:3]([CH3:36])[C:4]1([C:30]2[CH:35]=[CH:34][CH:33]=[CH:32][CH:31]=2)[CH2:9][CH2:8][CH:7]([NH:10][C:11]([N:13]2[CH2:18][CH2:17][CH:16]([C:19]3[C:27]4[C:22](=[CH:23][CH:24]=[C:25]([O:28][CH3:29])[CH:26]=4)[NH:21][CH:20]=3)[CH2:15][CH2:14]2)=[O:12])[CH2:6][CH2:5]1.[Cl:37][Si](C)(C)C, predict the reaction product. The product is: [ClH:37].[CH3:36][N:3]([CH3:2])[C:4]1([C:30]2[CH:31]=[CH:32][CH:33]=[CH:34][CH:35]=2)[CH2:9][CH2:8][CH:7]([NH:10][C:11]([N:13]2[CH2:14][CH2:15][CH:16]([C:19]3[C:27]4[C:22](=[CH:23][CH:24]=[C:25]([O:28][CH3:29])[CH:26]=4)[NH:21][CH:20]=3)[CH2:17][CH2:18]2)=[O:12])[CH2:6][CH2:5]1.[CH3:36][N:3]([CH3:2])[C:4]1([C:30]2[CH:31]=[CH:32][CH:33]=[CH:34][CH:35]=2)[CH2:9][CH2:8][CH:7]([NH:10][C:11]([N:13]2[CH2:14][CH2:15][CH:16]([C:19]3[C:27]4[C:22](=[CH:23][CH:24]=[C:25]([O:28][CH3:29])[CH:26]=4)[NH:21][CH:20]=3)[CH2:17][CH2:18]2)=[O:12])[CH2:6][CH2:5]1.